The task is: Binary Classification. Given a miRNA mature sequence and a target amino acid sequence, predict their likelihood of interaction.. This data is from Experimentally validated miRNA-target interactions with 360,000+ pairs, plus equal number of negative samples. (1) The miRNA is hsa-miR-1262 with sequence AUGGGUGAAUUUGUAGAAGGAU. The protein sequence of the target gene is MKFQGPLACLLLALCLGSGEAGPLQSGEESTGTNIGEALGHGLGDALSEGVGKAIGKEAGGAAGSKVSEALGQGTREAVGTGVRQVPGFGVADALGNRVGEAAHALGNTGHEIGRQAEDVIRHGADAVRGSWQGVPGHNGAWETSGGHGIFGSQGGLGGQGQGNPGGLGTPWVHGYPGNSAGSFGMNPQGAPWGQGGNGGPPNFGTNTQGAVAQPGYGSVRASNQNEGCTNPPPSGSGGGSSNSGGGSGSQSGSSGSGSNGDNNNGSSSGGSSSGSSSGGSSGGSSGGSSGNSGGSRGDS.... Result: 1 (interaction). (2) The miRNA is hsa-miR-3190-3p with sequence UGUGGAAGGUAGACGGCCAGAGA. The protein sequence of the target gene is MEERKEEGEAEIQEHGPEHWFSKWERQCLAEAEQDEQLSPELQEEAAAAAQPEHKQQKLWHLFQNSATAVAQLYKDRVCQQPGLSLWVPFQNAATAVTNLYKESVDTHQRSFDIGIQIGYQRRNKDVLAWVKKRRRTIRREDLISFLCGKVPPPRNSRAPPRLTVVSPNRATSTETSSSVETDLQPFREAIALHGLSGAMASISVRSSTPGSPTHVSSGPNASRRRNGLHDVDLNTFITEEMALHLDNGGTRKRTSAQCGDVITDSPTHKRNRML. Result: 0 (no interaction). (3) The miRNA is hsa-miR-6787-5p with sequence UGGCGGGGGUAGAGCUGGCUGC. The protein sequence of the target gene is MGNQLAGIAPSQILSVESYFSDIHDFEYDKSLGSTRFFKVARAKHREGLVVVKVFAIQDPTLPLTSYKQELEELKIRLNSAQNCLPFQKASEKASEKAAMLFRQYVRDNLYDRISTRPFLNNIEKRWIAFQILTAVDQAHKSGVRHGDIKTENVMVTSWNWVLLTDFASFKPTYLPEDNPADFNYFFDTSRRRTCYIAPERFVDGGMFATELEYMRDPSTPLVDLNSNQRTRGELKRAMDIFSAGCVIAELFTEGVPLFDLSQLLAYRNGHFFPEQVLNKIEDHSIRELVTQMIHREPDK.... Result: 0 (no interaction).